The task is: Predict the product of the given reaction.. This data is from Forward reaction prediction with 1.9M reactions from USPTO patents (1976-2016). (1) Given the reactants [NH:1]1[C:5]2[CH:6]=[CH:7][CH:8]=[CH:9][C:4]=2[N:3]=[C:2]1[CH2:10][N:11]([CH3:22])[CH:12]1[C:21]2[N:20]=[CH:19][CH:18]=[CH:17][C:16]=2[CH2:15][CH2:14][CH2:13]1.Cl[CH2:24][C:25]#[C:26][CH2:27][NH:28][C:29](=[O:35])[O:30][C:31]([CH3:34])([CH3:33])[CH3:32].CN(CC1N(CC2C=NC=CC=2)C2C=CC=CC=2N=1)C1C2N=CC=CC=2CCC1, predict the reaction product. The product is: [CH3:22][N:11]([CH2:10][C:2]1[N:3]([CH2:24][C:25]#[C:26][CH2:27][NH:28][C:29](=[O:35])[O:30][C:31]([CH3:34])([CH3:33])[CH3:32])[C:4]2[CH:9]=[CH:8][CH:7]=[CH:6][C:5]=2[N:1]=1)[CH:12]1[C:21]2[N:20]=[CH:19][CH:18]=[CH:17][C:16]=2[CH2:15][CH2:14][CH2:13]1. (2) Given the reactants [Br:1][C:2]1[CH:7]=[CH:6][C:5]([C:8]2[CH:13]=[CH:12][C:11](O)=[CH:10][CH:9]=2)=[CH:4][CH:3]=1.[OH-:15].[Na+].I[CH2:18][CH2:19][CH2:20][CH2:21][CH3:22], predict the reaction product. The product is: [Br:1][C:2]1([O:15][CH2:18][CH2:19][CH2:20][CH2:21][CH3:22])[CH:7]=[CH:6][C:5]([C:8]2[CH:13]=[CH:12][CH:11]=[CH:10][CH:9]=2)=[CH:4][CH2:3]1. (3) Given the reactants [CH2:1]([C@H:8]([NH2:32])[CH2:9][O:10][C:11]1[CH:12]=[N:13][C:14]([C:27]2[CH2:31][CH2:30][CH2:29][CH:28]=2)=[C:15]([C:17]2[CH:18]=[C:19]3[C:23](=[CH:24][CH:25]=2)[NH:22][N:21]=[C:20]3[CH3:26])[CH:16]=1)[C:2]1[CH:7]=[CH:6][CH:5]=[CH:4][CH:3]=1, predict the reaction product. The product is: [CH2:1]([C@H:8]([NH2:32])[CH2:9][O:10][C:11]1[CH:12]=[N:13][C:14]([CH:27]2[CH2:31][CH2:30][CH2:29][CH2:28]2)=[C:15]([C:17]2[CH:18]=[C:19]3[C:23](=[CH:24][CH:25]=2)[NH:22][N:21]=[C:20]3[CH3:26])[CH:16]=1)[C:2]1[CH:7]=[CH:6][CH:5]=[CH:4][CH:3]=1. (4) Given the reactants Cl[C:2]1[CH:7]=[CH:6][N:5]=[C:4]2[CH:8]=[C:9]([C:11]3[CH:12]=[N:13][CH:14]=[N:15][CH:16]=3)[S:10][C:3]=12.[CH3:17][NH:18][C:19]([C:21]1[C:29]2[C:24](=[CH:25][C:26]([OH:30])=[CH:27][CH:28]=2)[N:23]([CH3:31])[C:22]=1[CH3:32])=[O:20].C([O-])([O-])=O.[Cs+].[Cs+], predict the reaction product. The product is: [CH3:17][NH:18][C:19]([C:21]1[C:29]2[C:24](=[CH:25][C:26]([O:30][C:2]3[CH:7]=[CH:6][N:5]=[C:4]4[CH:8]=[C:9]([C:11]5[CH:12]=[N:13][CH:14]=[N:15][CH:16]=5)[S:10][C:3]=34)=[CH:27][CH:28]=2)[N:23]([CH3:31])[C:22]=1[CH3:32])=[O:20]. (5) Given the reactants C=O.[CH2:3]([C:5]([CH2:10][OH:11])([CH2:8][CH3:9])[CH:6]=[O:7])[OH:4], predict the reaction product. The product is: [CH2:3]([C:5]([CH2:10][OH:11])([CH2:6][OH:7])[CH2:8][CH3:9])[OH:4]. (6) Given the reactants [CH3:1][C@@H:2]1[NH:7][CH2:6][CH2:5][N:4]([C:8](=[O:18])[CH2:9][NH:10][C:11](=[O:17])[O:12][C:13]([CH3:16])([CH3:15])[CH3:14])[CH2:3]1.C(Cl)CCl.C1C=C2C(N(O)N=NC2=CC=1)=O.[S:35]1[C:39]2[CH:40]=[CH:41][CH:42]=[CH:43][C:38]=2[CH:37]=[C:36]1[C:44]([NH:46][C@H:47]([C:52](O)=[O:53])[CH2:48][CH:49]([CH3:51])[CH3:50])=[O:45].CN1CCOCC1.C([O-])(O)=O.[Na+].Cl, predict the reaction product. The product is: [S:35]1[C:39]2[CH:40]=[CH:41][CH:42]=[CH:43][C:38]=2[CH:37]=[C:36]1[C:44]([NH:46][C@@H:47]([CH2:48][CH:49]([CH3:51])[CH3:50])[C:52]([N:7]1[CH2:6][CH2:5][N:4]([C:8](=[O:18])[CH2:9][NH:10][C:11](=[O:17])[O:12][C:13]([CH3:14])([CH3:16])[CH3:15])[CH2:3][C@@H:2]1[CH3:1])=[O:53])=[O:45]. (7) Given the reactants [C:1]1([C:7]2[CH:8]=[C:9]3[C:13](=[C:14]([C:16]([NH2:18])=[O:17])[CH:15]=2)[NH:12][CH:11]=[CH:10]3)[CH:6]=[CH:5][CH:4]=[CH:3][CH:2]=1.[OH-].[Na+].O=[C:22]1[CH2:28][CH2:27][CH2:26][N:25](C(OC(C)(C)C)=O)[CH2:24][CH2:23]1, predict the reaction product. The product is: [NH:25]1[CH2:26][CH2:27][CH2:28][CH:22]([C:10]2[C:9]3[C:13](=[C:14]([C:16]([NH2:18])=[O:17])[CH:15]=[C:7]([C:1]4[CH:6]=[CH:5][CH:4]=[CH:3][CH:2]=4)[CH:8]=3)[NH:12][CH:11]=2)[CH2:23][CH2:24]1. (8) The product is: [C:1]([N:4]1[CH2:9][CH2:8][CH:7]([CH2:10][C:11]([NH:13][C:14]2[CH:19]=[CH:18][C:17]([C:25]3[CH:24]=[C:23]([F:22])[CH:28]=[C:27]([F:29])[CH:26]=3)=[C:16]([CH3:21])[N:15]=2)=[O:12])[CH2:6][CH2:5]1)(=[O:3])[CH3:2]. Given the reactants [C:1]([N:4]1[CH2:9][CH2:8][CH:7]([CH2:10][C:11]([NH:13][C:14]2[CH:19]=[CH:18][C:17](Br)=[C:16]([CH3:21])[N:15]=2)=[O:12])[CH2:6][CH2:5]1)(=[O:3])[CH3:2].[F:22][C:23]1[CH:24]=[C:25](B(O)O)[CH:26]=[C:27]([F:29])[CH:28]=1, predict the reaction product. (9) Given the reactants C(OC([N:8]1[CH2:13][CH2:12][N:11]([CH2:14][CH2:15][O:16][C:17]2[CH:22]=[CH:21][C:20]([Cl:23])=[CH:19][C:18]=2[C:24](=[O:36])[NH:25][C:26]2[CH:31]=[CH:30][C:29]([N+:32]([O-:34])=[O:33])=[CH:28][C:27]=2[Cl:35])[CH2:10][CH2:9]1)=O)(C)(C)C.C(O)(C(F)(F)F)=O, predict the reaction product. The product is: [Cl:23][C:20]1[CH:21]=[CH:22][C:17]([O:16][CH2:15][CH2:14][N:11]2[CH2:12][CH2:13][NH:8][CH2:9][CH2:10]2)=[C:18]([CH:19]=1)[C:24]([NH:25][C:26]1[CH:31]=[CH:30][C:29]([N+:32]([O-:34])=[O:33])=[CH:28][C:27]=1[Cl:35])=[O:36]. (10) Given the reactants [Cl:1][C:2]1[C:3](I)=[CH:4][C:5]([N+:9]([O-:11])=[O:10])=[C:6]([CH:8]=1)[NH2:7].[Cl:13][C:14]1[CH:19]=[CH:18][C:17](B(O)O)=[C:16]([C:23]([F:26])([F:25])[F:24])[CH:15]=1.[O-]P([O-])([O-])=O.[K+].[K+].[K+], predict the reaction product. The product is: [Cl:1][C:2]1[C:3]([C:17]2[CH:18]=[CH:19][C:14]([Cl:13])=[CH:15][C:16]=2[C:23]([F:24])([F:26])[F:25])=[CH:4][C:5]([N+:9]([O-:11])=[O:10])=[C:6]([CH:8]=1)[NH2:7].